Dataset: Catalyst prediction with 721,799 reactions and 888 catalyst types from USPTO. Task: Predict which catalyst facilitates the given reaction. (1) The catalyst class is: 18. Product: [F:20][C:21]1[CH:26]=[C:25]([CH:8]([C:14]2[CH:19]=[CH:18][CH:17]=[CH:16][CH:15]=2)[C:9]([O:11][CH2:12][CH3:13])=[O:10])[CH:24]=[CH:23][C:22]=1[N+:27]([O-:29])=[O:28]. Reactant: CC([O-])(C)C.[K+].Cl[CH:8]([C:14]1[CH:19]=[CH:18][CH:17]=[CH:16][CH:15]=1)[C:9]([O:11][CH2:12][CH3:13])=[O:10].[F:20][C:21]1[CH:26]=[CH:25][CH:24]=[CH:23][C:22]=1[N+:27]([O-:29])=[O:28].Cl. (2) Reactant: [CH3:1][O:2][C:3]1[CH:4]=[C:5]2[C:10](=[CH:11][CH:12]=1)[C:9]([C:13](=[O:29])[C:14]1[CH:19]=[CH:18][C:17]([O:20][CH2:21][CH2:22][N:23]3[CH2:28][CH2:27][CH2:26][CH2:25][CH2:24]3)=[CH:16][CH:15]=1)=[C:8](OS(C(F)(F)F)(=O)=O)[CH:7]=[CH:6]2.F[C:39]1[CH:44]=[CH:43][CH:42]=[C:41]([F:45])[C:40]=1B(O)O.[F-:49].[Cs+]. Product: [F:49][C:44]1[CH:43]=[CH:42][C:41]([F:45])=[CH:40][C:39]=1[C:8]1[CH:7]=[CH:6][C:5]2[C:10](=[CH:11][CH:12]=[C:3]([O:2][CH3:1])[CH:4]=2)[C:9]=1[C:13]([C:14]1[CH:15]=[CH:16][C:17]([O:20][CH2:21][CH2:22][N:23]2[CH2:28][CH2:27][CH2:26][CH2:25][CH2:24]2)=[CH:18][CH:19]=1)=[O:29]. The catalyst class is: 235. (3) Reactant: FC(F)(F)C(O)=O.[CH3:8][S:9]([C:12]1[CH:33]=[CH:32][C:15]([O:16][C:17]2[N:22]=[CH:21][N:20]=[C:19]3[N:23]([CH:26]4[CH2:31][CH2:30][NH:29][CH2:28][CH2:27]4)[N:24]=[CH:25][C:18]=23)=[CH:14][CH:13]=1)(=[O:11])=[O:10].[CH:34](=O)[C:35]1[C:36](=[CH:38][CH:39]=[CH:40][CH:41]=1)[OH:37].C(N(CC)CC)C.C(O[BH-](OC(=O)C)OC(=O)C)(=O)C.[Na+]. Product: [CH3:8][S:9]([C:12]1[CH:13]=[CH:14][C:15]([O:16][C:17]2[N:22]=[CH:21][N:20]=[C:19]3[N:23]([CH:26]4[CH2:27][CH2:28][N:29]([CH2:34][C:35]5[CH:41]=[CH:40][CH:39]=[CH:38][C:36]=5[OH:37])[CH2:30][CH2:31]4)[N:24]=[CH:25][C:18]=23)=[CH:32][CH:33]=1)(=[O:11])=[O:10]. The catalyst class is: 26. (4) Reactant: [Cl:1][C:2]1[CH:3]=[C:4]([C:12]2[S:16][C:15]([C:17]3[CH:35]=[CH:34][C:20]4[CH2:21][CH2:22][N:23]([CH2:26][CH2:27][CH2:28][C:29]([O:31][CH2:32][CH3:33])=[O:30])[CH2:24][CH2:25][C:19]=4[CH:18]=3)=[N:14][CH:13]=2)[CH:5]=[CH:6][C:7]=1[O:8][CH:9]([CH3:11])[CH3:10].[OH-].[Na+].C(O)(=O)C. Product: [Cl:1][C:2]1[CH:3]=[C:4]([C:12]2[S:16][C:15]([C:17]3[CH:35]=[CH:34][C:20]4[CH2:21][CH2:22][N:23]([CH2:26][CH2:27][CH2:28][C:29]([OH:31])=[O:30])[CH2:24][CH2:25][C:19]=4[CH:18]=3)=[N:14][CH:13]=2)[CH:5]=[CH:6][C:7]=1[O:8][CH:9]([CH3:11])[CH3:10].[CH3:33][CH2:32][O:31][C:29]([CH3:28])=[O:30]. The catalyst class is: 14. (5) Reactant: [C:1]([O:9][CH2:10][CH3:11])(=[O:8])[CH2:2][C:3]([O:5][CH2:6][CH3:7])=[O:4].[O-]CC.[Na+].Br[CH2:17][CH2:18][O:19][Si:20]([C:23]([CH3:26])([CH3:25])[CH3:24])([CH3:22])[CH3:21]. Product: [CH3:21][Si:20]([CH3:22])([O:19][CH2:18][CH2:17][CH:2]([C:3]([O:5][CH2:6][CH3:7])=[O:4])[C:1]([O:9][CH2:10][CH3:11])=[O:8])[C:23]([CH3:26])([CH3:25])[CH3:24]. The catalyst class is: 8. (6) Reactant: Br[C:2]1(Br)[C:10]2[C:9]([Cl:11])=[N:8][CH:7]=[N:6][C:5]=2[NH:4][C:3]1=[O:12].[Cl-].[NH4+].CO.C(Cl)Cl. Product: [Cl:11][C:9]1[C:10]2[CH2:2][C:3](=[O:12])[NH:4][C:5]=2[N:6]=[CH:7][N:8]=1. The catalyst class is: 324.